Dataset: NCI-60 drug combinations with 297,098 pairs across 59 cell lines. Task: Regression. Given two drug SMILES strings and cell line genomic features, predict the synergy score measuring deviation from expected non-interaction effect. (1) Drug 2: CC1=C(C=C(C=C1)C(=O)NC2=CC(=CC(=C2)C(F)(F)F)N3C=C(N=C3)C)NC4=NC=CC(=N4)C5=CN=CC=C5. Cell line: SR. Drug 1: CC(C)(C#N)C1=CC(=CC(=C1)CN2C=NC=N2)C(C)(C)C#N. Synergy scores: CSS=-4.39, Synergy_ZIP=5.97, Synergy_Bliss=15.0, Synergy_Loewe=-1.84, Synergy_HSA=-1.24. (2) Drug 1: C1CCC(C1)C(CC#N)N2C=C(C=N2)C3=C4C=CNC4=NC=N3. Drug 2: COC1=C(C=C2C(=C1)N=CN=C2NC3=CC(=C(C=C3)F)Cl)OCCCN4CCOCC4. Cell line: NCI/ADR-RES. Synergy scores: CSS=24.1, Synergy_ZIP=-1.10, Synergy_Bliss=2.84, Synergy_Loewe=-3.97, Synergy_HSA=3.03. (3) Drug 1: C1C(C(OC1N2C=C(C(=O)NC2=O)F)CO)O. Drug 2: CC1=C(C(=O)C2=C(C1=O)N3CC4C(C3(C2COC(=O)N)OC)N4)N. Cell line: SR. Synergy scores: CSS=80.4, Synergy_ZIP=1.85, Synergy_Bliss=2.80, Synergy_Loewe=-2.05, Synergy_HSA=2.59.